This data is from Peptide-MHC class I binding affinity with 185,985 pairs from IEDB/IMGT. The task is: Regression. Given a peptide amino acid sequence and an MHC pseudo amino acid sequence, predict their binding affinity value. This is MHC class I binding data. (1) The peptide sequence is GMLFVNDLMT. The MHC is HLA-A02:01 with pseudo-sequence HLA-A02:01. The binding affinity (normalized) is 0.378. (2) The binding affinity (normalized) is 0.213. The MHC is HLA-B27:05 with pseudo-sequence HLA-B27:05. The peptide sequence is KQRKPGGPW. (3) The peptide sequence is MTLVPVLEKK. The MHC is HLA-A11:01 with pseudo-sequence HLA-A11:01. The binding affinity (normalized) is 1.00. (4) The peptide sequence is LVTARQKLK. The MHC is HLA-A24:03 with pseudo-sequence HLA-A24:03. The binding affinity (normalized) is 0.0847. (5) The peptide sequence is GMFNMLSTV. The MHC is HLA-A03:01 with pseudo-sequence HLA-A03:01. The binding affinity (normalized) is 0.0847. (6) The MHC is HLA-B18:01 with pseudo-sequence HLA-B18:01. The peptide sequence is LDLVLLNLL. The binding affinity (normalized) is 0.0125.